Predict the reactants needed to synthesize the given product. From a dataset of Full USPTO retrosynthesis dataset with 1.9M reactions from patents (1976-2016). (1) Given the product [Br:14][CH2:10][C:9]([C:4]1[CH:5]=[CH:6][CH:7]=[CH:8][C:3]=1[C:2]([F:12])([F:13])[F:1])=[O:11], predict the reactants needed to synthesize it. The reactants are: [F:1][C:2]([F:13])([F:12])[C:3]1[CH:8]=[CH:7][CH:6]=[CH:5][C:4]=1[C:9](=[O:11])[CH3:10].[Br:14]Br. (2) Given the product [C:20]([CH2:19][N:6]1[C:7]([C:9]([O:11][CH2:12][CH3:13])=[O:10])=[CH:8][C:4]2[CH2:3][C:2]([CH3:1])([CH3:15])[CH2:14][C:5]1=2)#[N:21], predict the reactants needed to synthesize it. The reactants are: [CH3:1][C:2]1([CH3:15])[CH2:14][C:5]2[NH:6][C:7]([C:9]([O:11][CH2:12][CH3:13])=[O:10])=[CH:8][C:4]=2[CH2:3]1.[H-].[Na+].Br[CH2:19][C:20]#[N:21].O. (3) Given the product [CH3:25][C:6]1[N:7]=[C:2]([NH2:1])[C:3]([C:9]([NH:11][CH2:12][CH2:13][OH:14])=[O:10])=[N:4][C:5]=1[C:20]1[CH:19]=[CH:18][CH:17]=[C:16]([CH3:15])[CH:21]=1, predict the reactants needed to synthesize it. The reactants are: [NH2:1][C:2]1[C:3]([C:9]([NH:11][CH2:12][CH2:13][OH:14])=[O:10])=[N:4][C:5](Br)=[CH:6][N:7]=1.[CH3:15][C:16]1[CH:17]=[C:18](B(O)O)[CH:19]=[CH:20][CH:21]=1.[CH2:25](N(CC)CC)C.